Predict the reactants needed to synthesize the given product. From a dataset of Full USPTO retrosynthesis dataset with 1.9M reactions from patents (1976-2016). (1) Given the product [CH3:1][O:2][C:3](=[O:27])[C:4]1[CH:9]=[C:8]([N:10]2[CH2:14][CH2:13][CH2:12][C:11]2=[O:15])[CH:7]=[C:6]([N:16]([CH2:30][CH:29]=[CH2:28])[C:17]([O:19][CH2:20][C:21]2[CH:26]=[CH:25][CH:24]=[CH:23][CH:22]=2)=[O:18])[CH:5]=1, predict the reactants needed to synthesize it. The reactants are: [CH3:1][O:2][C:3](=[O:27])[C:4]1[CH:9]=[C:8]([N:10]2[CH2:14][CH2:13][CH2:12][C:11]2=[O:15])[CH:7]=[C:6]([NH:16][C:17]([O:19][CH2:20][C:21]2[CH:26]=[CH:25][CH:24]=[CH:23][CH:22]=2)=[O:18])[CH:5]=1.[CH2:28](Br)[CH:29]=[CH2:30].C(=O)([O-])[O-].[K+].[K+]. (2) The reactants are: O(C(C)(C)C)[Na].[NH2:7][C:8]1[CH:15]=[CH:14][C:11]([CH:12]=[CH2:13])=[CH:10][CH:9]=1.Br[C:17]1[CH:22]=[CH:21][CH:20]=[CH:19][CH:18]=1.C1(N(C=[CH:37][C:38]2[CH:43]=[CH:42][CH:41]=[CH:40][CH:39]=2)C2C=CC=CC=2)C=CC=CC=1.Br[C:45]1[CH:50]=[CH:49][C:48](C)=[CH:47][CH:46]=1. Given the product [C:17]1([N:7]([C:45]2[CH:50]=[CH:49][CH:48]=[CH:47][CH:46]=2)[C:8]2[CH:15]=[CH:14][C:11]([CH:12]=[CH:13][C:41]3[CH:40]=[CH:39][C:38]([CH3:37])=[CH:43][CH:42]=3)=[CH:10][CH:9]=2)[CH:22]=[CH:21][CH:20]=[CH:19][CH:18]=1, predict the reactants needed to synthesize it. (3) Given the product [CH2:1]([O:4][C:5]([N:7]([CH2:17][CH:18]1[CH2:19][CH2:20][N:21]([C:24]2([CH2:35][C:36]([OH:38])=[O:37])[CH2:25][N:26]([C:28]([O:30][C:31]([CH3:32])([CH3:33])[CH3:34])=[O:29])[CH2:27]2)[CH2:22][CH2:23]1)[C@@H:8]1[CH2:10][C@H:9]1[C:11]1[CH:12]=[CH:13][CH:14]=[CH:15][CH:16]=1)=[O:6])[CH:2]=[CH2:3], predict the reactants needed to synthesize it. The reactants are: [CH2:1]([O:4][C:5]([N:7]([CH2:17][CH:18]1[CH2:23][CH2:22][N:21]([C:24]2([CH2:35][C:36]([O:38]C(C)(C)C)=[O:37])[CH2:27][N:26]([C:28]([O:30][C:31]([CH3:34])([CH3:33])[CH3:32])=[O:29])[CH2:25]2)[CH2:20][CH2:19]1)[C@@H:8]1[CH2:10][C@H:9]1[C:11]1[CH:16]=[CH:15][CH:14]=[CH:13][CH:12]=1)=[O:6])[CH:2]=[CH2:3].C(O)(C(F)(F)F)=O.C(OC(OC(OC(C)(C)C)=O)=O)(C)(C)C.C(=O)([O-])[O-].[Na+].[Na+]. (4) Given the product [Br:7][C:8]1[CH:13]=[N:12][C:11]([Cl:14])=[C:10]2[NH:15][C:2]([CH3:1])=[C:3]([CH3:4])[C:9]=12, predict the reactants needed to synthesize it. The reactants are: [CH3:1]/[C:2](/[Mg]Br)=[CH:3]\[CH3:4].[Br:7][C:8]1[CH:9]=[C:10]([N+:15]([O-])=O)[C:11]([Cl:14])=[N:12][CH:13]=1.